From a dataset of Merck oncology drug combination screen with 23,052 pairs across 39 cell lines. Regression. Given two drug SMILES strings and cell line genomic features, predict the synergy score measuring deviation from expected non-interaction effect. (1) Drug 1: O=C(CCCCCCC(=O)Nc1ccccc1)NO. Drug 2: NC(=O)c1cccc2cn(-c3ccc(C4CCCNC4)cc3)nc12. Cell line: ZR751. Synergy scores: synergy=7.76. (2) Drug 1: C=CCn1c(=O)c2cnc(Nc3ccc(N4CCN(C)CC4)cc3)nc2n1-c1cccc(C(C)(C)O)n1. Drug 2: NC1(c2ccc(-c3nc4ccn5c(=O)[nH]nc5c4cc3-c3ccccc3)cc2)CCC1. Cell line: SKMES1. Synergy scores: synergy=29.4. (3) Drug 1: CN(Cc1cnc2nc(N)nc(N)c2n1)c1ccc(C(=O)NC(CCC(=O)O)C(=O)O)cc1. Drug 2: NC1(c2ccc(-c3nc4ccn5c(=O)[nH]nc5c4cc3-c3ccccc3)cc2)CCC1. Cell line: A2780. Synergy scores: synergy=-0.893. (4) Drug 1: O=C(CCCCCCC(=O)Nc1ccccc1)NO. Drug 2: COC1=C2CC(C)CC(OC)C(O)C(C)C=C(C)C(OC(N)=O)C(OC)C=CC=C(C)C(=O)NC(=CC1=O)C2=O. Cell line: A375. Synergy scores: synergy=-33.9.